Dataset: Full USPTO retrosynthesis dataset with 1.9M reactions from patents (1976-2016). Task: Predict the reactants needed to synthesize the given product. (1) Given the product [CH3:22][O:12][C:10](=[O:11])[CH:9]([NH2:8])[CH2:13][CH2:14][CH2:15][C:16]1[NH:17][CH:18]=[N:19][CH:20]=1, predict the reactants needed to synthesize it. The reactants are: C(OC([NH:8][CH:9]([CH2:13][CH2:14][CH2:15][C:16]1[NH:17][CH:18]=[N:19][CH:20]=1)[C:10]([OH:12])=[O:11])=O)(C)(C)C.Cl.[CH3:22]O. (2) Given the product [CH3:4][O:3][P:2]([CH2:1][C:15](=[O:14])[CH2:16][CH2:17][CH2:18][CH2:19][C:20]1[CH:29]=[CH:28][C:27]2[CH2:26][CH2:25][CH2:24][NH:23][C:22]=2[N:21]=1)(=[O:7])[O:5][CH3:6], predict the reactants needed to synthesize it. The reactants are: [CH3:1][P:2](=[O:7])([O:5][CH3:6])[O:3][CH3:4].[Li]CCCC.C[O:14][C:15](=O)[CH2:16][CH2:17][CH2:18][CH2:19][C:20]1[CH:29]=[CH:28][C:27]2[CH2:26][CH2:25][CH2:24][NH:23][C:22]=2[N:21]=1. (3) Given the product [CH2:38]([O:37][C:35](=[O:36])[CH2:34][O:15][C:7]1([C:25]([F:28])([F:27])[F:26])[C:6]2[CH:5]=[C:4]([F:16])[CH:3]=[C:2]([Cl:1])[C:14]=2[C:13]2[C:8]1=[CH:9][CH:10]=[CH:11][CH:12]=2)[CH3:39], predict the reactants needed to synthesize it. The reactants are: [Cl:1][C:2]1[C:14]2[C:13]3[C:8](=[CH:9][CH:10]=[CH:11][CH:12]=3)[C:7](=[O:15])[C:6]=2[CH:5]=[C:4]([F:16])[CH:3]=1.C(=O)([O-])[O-].[K+].[K+].C[Si](C)(C)[C:25]([F:28])([F:27])[F:26].[F-].[Cs+].Br[CH2:34][C:35]([O:37][CH2:38][CH3:39])=[O:36]. (4) Given the product [NH2:15][C@H:16]([CH2:61][CH2:62][CH2:63][CH2:64][NH:65][C:66](=[O:83])[C@@H:67]([NH2:75])[CH2:68][S:69][S:70][C:71]([CH3:72])([CH3:73])[CH3:74])[C:17]([O:19][C@H:20]1[C@@H:24]([OH:25])[C@H:23]([N:26]2[CH:34]=[N:33][C:32]3[C:27]2=[N:28][CH:29]=[N:30][C:31]=3[NH2:35])[O:22][C@H:21]1[CH2:36][O:37][P:38]([O:41][C@H:42]1[CH2:46][C@H:45]([N:47]2[CH:52]=[CH:51][C:50]([NH2:53])=[N:49][C:48]2=[O:54])[O:44][C@@H:43]1[CH2:55][O:56][P:57]([OH:60])([OH:59])=[O:58])([OH:40])=[O:39])=[O:18], predict the reactants needed to synthesize it. The reactants are: FC(F)(F)C(O)=O.C(OC([NH:15][C@H:16]([CH2:61][CH2:62][CH2:63][CH2:64][NH:65][C:66](=[O:83])[C@@H:67]([NH:75]C(OC(C)(C)C)=O)[CH2:68][S:69][S:70][C:71]([CH3:74])([CH3:73])[CH3:72])[C:17]([O:19][C@H:20]1[C@@H:24]([OH:25])[C@H:23]([N:26]2[CH:34]=[N:33][C:32]3[C:27]2=[N:28][CH:29]=[N:30][C:31]=3[NH2:35])[O:22][C@H:21]1[CH2:36][O:37][P:38]([O:41][C@H:42]1[CH2:46][C@H:45]([N:47]2[CH:52]=[CH:51][C:50]([NH2:53])=[N:49][C:48]2=[O:54])[O:44][C@@H:43]1[CH2:55][O:56][P:57]([OH:60])([OH:59])=[O:58])([OH:40])=[O:39])=[O:18])=O)(C)(C)C.